Dataset: Full USPTO retrosynthesis dataset with 1.9M reactions from patents (1976-2016). Task: Predict the reactants needed to synthesize the given product. The reactants are: [CH2:1]([C:8]1[CH:17]=[C:16]2[C:11]([CH:12]=[C:13]([C:22]([OH:24])=[O:23])[C@H:14]([C:18]([F:21])([F:20])[F:19])[O:15]2)=[CH:10][C:9]=1[Cl:25])[C:2]1[CH:7]=[CH:6][CH:5]=[CH:4][CH:3]=1.[CH3:26][C@@H:27]([NH2:34])[C:28]1[CH:33]=[CH:32][CH:31]=[CH:30][CH:29]=1. Given the product [C:28]1([C@H:27]([NH2:34])[CH3:26])[CH:33]=[CH:32][CH:31]=[CH:30][CH:29]=1.[CH2:1]([C:8]1[CH:17]=[C:16]2[C:11]([CH:12]=[C:13]([C:22]([OH:24])=[O:23])[C@H:14]([C:18]([F:20])([F:21])[F:19])[O:15]2)=[CH:10][C:9]=1[Cl:25])[C:2]1[CH:3]=[CH:4][CH:5]=[CH:6][CH:7]=1, predict the reactants needed to synthesize it.